From a dataset of Forward reaction prediction with 1.9M reactions from USPTO patents (1976-2016). Predict the product of the given reaction. Given the reactants [CH3:1][S:2]([C:5]1[CH:10]=[CH:9][C:8]([N:11]2[CH2:16][CH:15]([CH3:17])[NH:14][CH:13]([CH3:18])[CH2:12]2)=[CH:7][CH:6]=1)(=[O:4])=[O:3].[C:19]([O:23][C:24]([N:26]1[CH2:31][CH2:30][CH:29]([CH2:32][CH2:33]OS(C)(=O)=O)[CH2:28][CH2:27]1)=[O:25])([CH3:22])([CH3:21])[CH3:20].C([O-])([O-])=O.[K+].[K+].CCOC(C)=O, predict the reaction product. The product is: [C:19]([O:23][C:24]([N:26]1[CH2:31][CH2:30][CH:29]([CH2:32][CH2:33][N:14]2[CH:13]([CH3:18])[CH2:12][N:11]([C:8]3[CH:7]=[CH:6][C:5]([S:2]([CH3:1])(=[O:3])=[O:4])=[CH:10][CH:9]=3)[CH2:16][CH:15]2[CH3:17])[CH2:28][CH2:27]1)=[O:25])([CH3:22])([CH3:21])[CH3:20].